Predict the reactants needed to synthesize the given product. From a dataset of Full USPTO retrosynthesis dataset with 1.9M reactions from patents (1976-2016). (1) Given the product [F:5][C:6]1[CH:14]=[CH:13][C:9](/[C:10](=[CH:21]/[C:20]2[CH:23]=[C:16]([CH3:15])[CH:17]=[CH:18][C:19]=2[N+:24]([O-:26])=[O:25])/[C:11]#[N:12])=[CH:8][CH:7]=1, predict the reactants needed to synthesize it. The reactants are: [Na].C[O-].[Na+].[F:5][C:6]1[CH:14]=[CH:13][C:9]([CH2:10][C:11]#[N:12])=[CH:8][CH:7]=1.[CH3:15][C:16]1[CH:17]=[CH:18][C:19]([N+:24]([O-:26])=[O:25])=[C:20]([CH:23]=1)[CH:21]=O. (2) Given the product [CH3:15][C:12]1[CH:13]=[CH:14][C:9]2[C:3]3[C:2](=[CH:7][C:6]([CH3:8])=[CH:5][CH:4]=3)[NH:16][C:10]=2[CH:11]=1, predict the reactants needed to synthesize it. The reactants are: N[C:2]1[CH:7]=[C:6]([CH3:8])[CH:5]=[CH:4][C:3]=1[C:9]1[CH:14]=[CH:13][C:12]([CH3:15])=[CH:11][C:10]=1[NH2:16].C(C1C=CC=CC=1S(O)(=O)=O)CCCCCCCCCCC. (3) Given the product [CH3:28][O:27][C:24]1[CH:25]=[CH:26][C:21]([CH2:20][N:8]([CH2:7][C:6]2[CH:5]=[CH:4][C:3]([O:2][CH3:1])=[CH:30][CH:29]=2)[C:9]2[CH:10]=[C:11]3[C:16](=[CH:17][N:18]=2)[C:15]([N:19]2[C:41](=[O:42])[C:40]4[C:39](=[CH:47][CH:46]=[CH:45][CH:44]=4)[C:38]2=[O:48])=[N:14][CH:13]=[CH:12]3)=[CH:22][CH:23]=1, predict the reactants needed to synthesize it. The reactants are: [CH3:1][O:2][C:3]1[CH:30]=[CH:29][C:6]([CH2:7][N:8]([CH2:20][C:21]2[CH:26]=[CH:25][C:24]([O:27][CH3:28])=[CH:23][CH:22]=2)[C:9]2[CH:10]=[C:11]3[C:16](=[CH:17][N:18]=2)[C:15]([NH2:19])=[N:14][CH:13]=[CH:12]3)=[CH:5][CH:4]=1.C(N(CC)CC)C.[C:38](Cl)(=[O:48])[C:39]1[C:40](=[CH:44][CH:45]=[CH:46][CH:47]=1)[C:41](Cl)=[O:42]. (4) Given the product [CH2:11]([NH:13][C:4](=[O:5])[C:3]1[CH:7]=[CH:8][CH:9]=[CH:10][C:2]=1[F:1])[CH3:12], predict the reactants needed to synthesize it. The reactants are: [F:1][C:2]1[CH:10]=[CH:9][CH:8]=[CH:7][C:3]=1[C:4](Cl)=[O:5].[CH2:11]([NH2:13])[CH3:12]. (5) Given the product [Cl:17][C:13]1[CH:12]=[C:11]([C:5]2[N:4]=[C:3]([CH2:2][N:18]3[CH:22]=[N:21][C:20]([C:23]([O:25][CH3:26])=[O:24])=[N:19]3)[CH:8]=[N:7][C:6]=2[O:9][CH3:10])[CH:16]=[CH:15][CH:14]=1, predict the reactants needed to synthesize it. The reactants are: Br[CH2:2][C:3]1[N:4]=[C:5]([C:11]2[CH:16]=[CH:15][CH:14]=[C:13]([Cl:17])[CH:12]=2)[C:6]([O:9][CH3:10])=[N:7][CH:8]=1.[NH:18]1[CH:22]=[N:21][C:20]([C:23]([O:25][CH3:26])=[O:24])=[N:19]1.C(=O)([O-])[O-].[K+].[K+]. (6) Given the product [Cl:1][C:2]1[C:3]2[N:18]=[C:19]([NH:20][C:21]3[C:26]([Cl:27])=[CH:25][C:24]([Cl:28])=[CH:23][N:22]=3)[N:12]([CH2:13][CH2:14][CH2:15][CH2:16][OH:17])[C:4]=2[C:5]([C:6]([O:8][CH3:9])=[O:7])=[CH:10][CH:11]=1, predict the reactants needed to synthesize it. The reactants are: [Cl:1][C:2]1[CH:11]=[CH:10][C:5]([C:6]([O:8][CH3:9])=[O:7])=[C:4]([NH:12][CH2:13][CH2:14][CH2:15][CH2:16][OH:17])[C:3]=1[NH:18][C:19](=S)[NH:20][C:21]1[C:26]([Cl:27])=[CH:25][C:24]([Cl:28])=[CH:23][N:22]=1.C(N(CC)CC)C.Cl.C(N=C=NCCCN(C)C)C. (7) Given the product [N:3]1[CH:4]=[CH:5][CH:6]=[CH:7][C:2]=1[O:1][CH:9]([CH3:11])[C:8]([O:13][CH2:14][C:15]1[CH:20]=[CH:19][CH:18]=[CH:17][CH:16]=1)=[O:12], predict the reactants needed to synthesize it. The reactants are: [OH:1][C:2]1[CH:7]=[CH:6][CH:5]=[CH:4][N:3]=1.[C:8]([O:13][CH2:14][C:15]1[CH:20]=[CH:19][CH:18]=[CH:17][CH:16]=1)(=[O:12])[CH:9]([CH3:11])O.C1(P(C2C=CC=CC=2)C2C=CC=CC=2)C=CC=CC=1.CCOC(/N=N/C(OCC)=O)=O.